The task is: Regression. Given two drug SMILES strings and cell line genomic features, predict the synergy score measuring deviation from expected non-interaction effect.. This data is from NCI-60 drug combinations with 297,098 pairs across 59 cell lines. (1) Drug 1: COC1=NC(=NC2=C1N=CN2C3C(C(C(O3)CO)O)O)N. Drug 2: CC1=C2C(C(=O)C3(C(CC4C(C3C(C(C2(C)C)(CC1OC(=O)C(C(C5=CC=CC=C5)NC(=O)C6=CC=CC=C6)O)O)OC(=O)C7=CC=CC=C7)(CO4)OC(=O)C)O)C)OC(=O)C. Cell line: SN12C. Synergy scores: CSS=2.84, Synergy_ZIP=-1.85, Synergy_Bliss=-0.151, Synergy_Loewe=-50.0, Synergy_HSA=-7.96. (2) Drug 1: CC12CCC3C(C1CCC2=O)CC(=C)C4=CC(=O)C=CC34C. Drug 2: COC1=NC(=NC2=C1N=CN2C3C(C(C(O3)CO)O)O)N. Cell line: PC-3. Synergy scores: CSS=24.6, Synergy_ZIP=3.22, Synergy_Bliss=2.90, Synergy_Loewe=3.49, Synergy_HSA=3.53. (3) Drug 1: CS(=O)(=O)CCNCC1=CC=C(O1)C2=CC3=C(C=C2)N=CN=C3NC4=CC(=C(C=C4)OCC5=CC(=CC=C5)F)Cl. Drug 2: CC1CCCC2(C(O2)CC(NC(=O)CC(C(C(=O)C(C1O)C)(C)C)O)C(=CC3=CSC(=N3)C)C)C. Cell line: HL-60(TB). Synergy scores: CSS=70.9, Synergy_ZIP=0.427, Synergy_Bliss=0.321, Synergy_Loewe=-22.6, Synergy_HSA=-1.08. (4) Drug 1: CN1CCC(CC1)COC2=C(C=C3C(=C2)N=CN=C3NC4=C(C=C(C=C4)Br)F)OC. Drug 2: COC1=C(C=C2C(=C1)N=CN=C2NC3=CC(=C(C=C3)F)Cl)OCCCN4CCOCC4. Cell line: SK-OV-3. Synergy scores: CSS=57.0, Synergy_ZIP=5.45, Synergy_Bliss=7.97, Synergy_Loewe=9.71, Synergy_HSA=12.5. (5) Drug 1: CC1=C2C(C(=O)C3(C(CC4C(C3C(C(C2(C)C)(CC1OC(=O)C(C(C5=CC=CC=C5)NC(=O)OC(C)(C)C)O)O)OC(=O)C6=CC=CC=C6)(CO4)OC(=O)C)OC)C)OC. Drug 2: CN(CC1=CN=C2C(=N1)C(=NC(=N2)N)N)C3=CC=C(C=C3)C(=O)NC(CCC(=O)O)C(=O)O. Cell line: NCI/ADR-RES. Synergy scores: CSS=29.0, Synergy_ZIP=-5.58, Synergy_Bliss=2.37, Synergy_Loewe=1.24, Synergy_HSA=1.86.